This data is from Peptide-MHC class II binding affinity with 134,281 pairs from IEDB. The task is: Regression. Given a peptide amino acid sequence and an MHC pseudo amino acid sequence, predict their binding affinity value. This is MHC class II binding data. (1) The peptide sequence is SPEVIPMFSALSEGAT. The MHC is DRB1_1201 with pseudo-sequence DRB1_1201. The binding affinity (normalized) is 0.524. (2) The peptide sequence is KPTAAGPKDNGGACG. The MHC is DRB1_0101 with pseudo-sequence DRB1_0101. The binding affinity (normalized) is 0.0304. (3) The peptide sequence is AFKVAATAAWAAPAN. The MHC is DRB1_0701 with pseudo-sequence DRB1_0701. The binding affinity (normalized) is 0.792. (4) The peptide sequence is AQGYKVLVLNPSVAATLGFG. The MHC is DRB1_0301 with pseudo-sequence DRB1_0301. The binding affinity (normalized) is 0. (5) The peptide sequence is IFLSKDLQADIKGRD. The MHC is DRB1_0101 with pseudo-sequence DRB1_0101. The binding affinity (normalized) is 0.430. (6) The peptide sequence is GWIISNIFGAIPVLG. The MHC is DRB1_1302 with pseudo-sequence DRB1_1302. The binding affinity (normalized) is 0.969. (7) The peptide sequence is AFKPAATAANAAPAN. The MHC is DRB1_0701 with pseudo-sequence DRB1_0701. The binding affinity (normalized) is 0.180.